This data is from Forward reaction prediction with 1.9M reactions from USPTO patents (1976-2016). The task is: Predict the product of the given reaction. (1) The product is: [N:3]1[CH:4]=[CH:5][N:6]=[CH:7][C:2]=1[O:15][CH:16]1[CH2:17][N:18]([C:20]([O:22][C:23]([CH3:26])([CH3:25])[CH3:24])=[O:21])[CH2:19]1. Given the reactants Cl[C:2]1[CH:7]=[N:6][CH:5]=[CH:4][N:3]=1.FC(F)(F)C(O)=O.[OH:15][CH:16]1[CH2:19][N:18]([C:20]([O:22][C:23]([CH3:26])([CH3:25])[CH3:24])=[O:21])[CH2:17]1, predict the reaction product. (2) Given the reactants [Br:1][C:2]1[CH:3]=[C:4]2[C:9](=[CH:10][C:11]=1[CH3:12])[N:8]=[CH:7][N:6]([N:13]([C:21]1[CH:26]=[C:25]([Cl:27])[CH:24]=[CH:23][C:22]=1[S:28]([CH2:31][CH3:32])(=[O:30])=[O:29])[C:14](=[O:20])[O:15][C:16]([CH3:19])([CH3:18])[CH3:17])[C:5]2=[O:33].[Br:34]CC1C=C(C=CC=1S(CC)(=O)=O)C#N, predict the reaction product. The product is: [Br:1][C:2]1[CH:3]=[C:4]2[C:9](=[CH:10][C:11]=1[CH2:12][Br:34])[N:8]=[CH:7][N:6]([N:13]([C:21]1[CH:26]=[C:25]([Cl:27])[CH:24]=[CH:23][C:22]=1[S:28]([CH2:31][CH3:32])(=[O:29])=[O:30])[C:14](=[O:20])[O:15][C:16]([CH3:19])([CH3:17])[CH3:18])[C:5]2=[O:33]. (3) Given the reactants [CH:1]1([C:6]2[CH:11]=[CH:10][CH:9]=[CH:8][C:7]=2[CH2:12][C:13]([NH2:15])=O)[CH2:5][CH2:4][CH2:3][CH2:2]1.Cl, predict the reaction product. The product is: [CH:1]1([C:6]2[CH:11]=[CH:10][CH:9]=[CH:8][C:7]=2[CH2:12][CH2:13][NH2:15])[CH2:5][CH2:4][CH2:3][CH2:2]1. (4) Given the reactants Br[C:2]1[C:3]2[N:4]([CH:9]=[CH:10][N:11]=2)[N:5]=[C:6]([Cl:8])[CH:7]=1.[C:12]([C:14]1[CH:20]=[CH:19][C:17]([NH2:18])=[CH:16][CH:15]=1)#[N:13].[CH3:21]C([O-])(C)C.[K+], predict the reaction product. The product is: [Cl:8][C:6]1[C:7]([CH3:21])=[C:2]([NH:18][C:17]2[CH:19]=[CH:20][C:14]([C:12]#[N:13])=[CH:15][CH:16]=2)[C:3]2[N:4]([CH:9]=[CH:10][N:11]=2)[N:5]=1. (5) Given the reactants Br[C:2]1[CH:3]=[CH:4][C:5]([O:8][C:9]2[CH:14]=[CH:13][C:12]([F:15])=[CH:11][CH:10]=2)=[N:6][CH:7]=1.[O:16]1CCC[CH2:17]1.C([Li])CCC.CN(C)C=O, predict the reaction product. The product is: [F:15][C:12]1[CH:13]=[CH:14][C:9]([O:8][C:5]2[N:6]=[CH:7][C:2]([CH:17]=[O:16])=[CH:3][CH:4]=2)=[CH:10][CH:11]=1. (6) Given the reactants [CH3:1][C:2]1[N:7]=[C:6]([NH:8]S(C2C=CC(C3C=CC(C#N)=CC=3)=CC=2)(=O)=O)[CH:5]=[CH:4][CH:3]=1.[Br:26][C:27]1[CH:32]=[CH:31][C:30]([S:33](Cl)(=[O:35])=[O:34])=[C:29]([F:37])[CH:28]=1, predict the reaction product. The product is: [Br:26][C:27]1[CH:32]=[CH:31][C:30]([S:33]([NH:8][C:6]2[CH:5]=[CH:4][CH:3]=[C:2]([CH3:1])[N:7]=2)(=[O:35])=[O:34])=[C:29]([F:37])[CH:28]=1. (7) Given the reactants [C:1]([C:3]1[CH:12]=[C:11]([CH2:13][CH:14]=C)[CH:10]=[CH:9][C:4]=1[C:5]([O:7][CH3:8])=[O:6])#[N:2].N1C=CC=CC=1.[O:22]=[O+][O-].S(C)C, predict the reaction product. The product is: [C:1]([C:3]1[CH:12]=[C:11]([CH2:13][CH:14]=[O:22])[CH:10]=[CH:9][C:4]=1[C:5]([O:7][CH3:8])=[O:6])#[N:2].